This data is from Forward reaction prediction with 1.9M reactions from USPTO patents (1976-2016). The task is: Predict the product of the given reaction. (1) Given the reactants C[Si](C)(C)[N-][Si](C)(C)C.[Na+].[CH3:11][O:12][C:13]1[CH:14]=[CH:15][CH:16]=[C:17]2[C:22]=1[O:21][CH2:20][CH2:19][C:18]2=[O:23].[C:24](OCC)(=[O:30])[C:25]([O:27][CH2:28][CH3:29])=[O:26], predict the reaction product. The product is: [CH3:11][O:12][C:13]1[CH:14]=[CH:15][CH:16]=[C:17]2[C:22]=1[O:21][CH2:20][CH:19]([C:24](=[O:30])[C:25]([O:27][CH2:28][CH3:29])=[O:26])[C:18]2=[O:23]. (2) Given the reactants [F:1][C:2]1[CH:3]=[C:4]2[C:9](=[CH:10][C:11]=1[F:12])[NH:8][CH:7]=[C:6]([C:13]#[N:14])[C:5]2=[O:15].[C:16]([C:20]1[CH:27]=[CH:26][C:23]([CH2:24]Cl)=[CH:22][CH:21]=1)([CH3:19])([CH3:18])[CH3:17], predict the reaction product. The product is: [C:16]([C:20]1[CH:21]=[CH:22][C:23]([CH2:24][N:8]2[C:9]3[C:4](=[CH:3][C:2]([F:1])=[C:11]([F:12])[CH:10]=3)[C:5](=[O:15])[C:6]([C:13]#[N:14])=[CH:7]2)=[CH:26][CH:27]=1)([CH3:19])([CH3:17])[CH3:18]. (3) Given the reactants [O:1]=[C:2]1[CH:6]=[CH:5][C:4](=[O:7])[N:3]1[CH2:8][CH2:9][CH2:10][C:11]([OH:13])=O.[OH:14][CH2:15][CH2:16][P:17]([CH2:26][CH2:27][OH:28])(=[O:25])[N:18]([CH3:24])[CH2:19][CH2:20][CH2:21][NH:22][CH3:23].O=C1C=CC(=O)N1CCCC(Cl)=O.OP(O)(O)=O, predict the reaction product. The product is: [OH:14][CH2:15][CH2:16][P:17]([N:18]([CH3:24])[CH2:19][CH2:20][CH2:21][N:22]([CH3:23])[C:11](=[O:13])[CH2:10][CH2:9][CH2:8][N:3]1[C:4](=[O:7])[CH:5]=[CH:6][C:2]1=[O:1])([CH2:26][CH2:27][OH:28])=[O:25]. (4) The product is: [F:1][C:2]1[CH:3]=[CH:4][C:5]([NH:8][C:9]([N:11]2[CH2:12][CH2:13][N:14]([CH2:23][C:22]3[CH:17]=[CH:18][C:19]4[O:27][CH2:26][O:25][C:20]=4[CH:21]=3)[CH2:15][CH2:16]2)=[O:10])=[CH:6][CH:7]=1. Given the reactants [F:1][C:2]1[CH:7]=[CH:6][C:5]([NH:8][C:9]([N:11]2[CH2:16][CH2:15][NH:14][CH2:13][CH2:12]2)=[O:10])=[CH:4][CH:3]=1.[CH:17]1[C:22]([CH:23]=O)=[CH:21][C:20]2[O:25][CH2:26][O:27][C:19]=2[CH:18]=1, predict the reaction product.